Task: Regression. Given two drug SMILES strings and cell line genomic features, predict the synergy score measuring deviation from expected non-interaction effect.. Dataset: NCI-60 drug combinations with 297,098 pairs across 59 cell lines (1) Drug 1: CC1C(C(=O)NC(C(=O)N2CCCC2C(=O)N(CC(=O)N(C(C(=O)O1)C(C)C)C)C)C(C)C)NC(=O)C3=C4C(=C(C=C3)C)OC5=C(C(=O)C(=C(C5=N4)C(=O)NC6C(OC(=O)C(N(C(=O)CN(C(=O)C7CCCN7C(=O)C(NC6=O)C(C)C)C)C)C(C)C)C)N)C. Drug 2: CCN(CC)CCCC(C)NC1=C2C=C(C=CC2=NC3=C1C=CC(=C3)Cl)OC. Cell line: NCIH23. Synergy scores: CSS=26.6, Synergy_ZIP=-7.02, Synergy_Bliss=-3.09, Synergy_Loewe=-2.90, Synergy_HSA=-2.03. (2) Drug 1: CCC(=C(C1=CC=CC=C1)C2=CC=C(C=C2)OCCN(C)C)C3=CC=CC=C3.C(C(=O)O)C(CC(=O)O)(C(=O)O)O. Drug 2: B(C(CC(C)C)NC(=O)C(CC1=CC=CC=C1)NC(=O)C2=NC=CN=C2)(O)O. Cell line: SF-539. Synergy scores: CSS=73.7, Synergy_ZIP=10.3, Synergy_Bliss=8.64, Synergy_Loewe=-22.0, Synergy_HSA=9.30.